This data is from Reaction yield outcomes from USPTO patents with 853,638 reactions. The task is: Predict the reaction yield, written as a fraction of the theoretical maximum amount of product (1.0 means a 100% yield; for example, 0.34 means a 34% yield). (1) The catalyst is C1(C)C=CC=CC=1.O.[Cu]I.Cl[Pd](Cl)([P](C1C=CC=CC=1)(C1C=CC=CC=1)C1C=CC=CC=1)[P](C1C=CC=CC=1)(C1C=CC=CC=1)C1C=CC=CC=1. The product is [CH3:13][C:14]([CH3:18])([CH3:17])[C:15]#[C:16][C:2]1[CH:8]=[C:7]([N+:9]([O-:11])=[O:10])[C:6]([F:12])=[CH:5][C:3]=1[NH2:4]. The yield is 0.460. The reactants are Br[C:2]1[CH:8]=[C:7]([N+:9]([O-:11])=[O:10])[C:6]([F:12])=[CH:5][C:3]=1[NH2:4].[CH3:13][C:14]([CH3:18])([CH3:17])[C:15]#[CH:16].CCN(CC)CC. (2) The reactants are [CH2:1]([O:3][C:4](=[O:22])[CH2:5][NH:6][CH2:7][CH2:8][NH:9][S:10]([C:13]1[S:14][C:15]2[CH:21]=[CH:20][CH:19]=[CH:18][C:16]=2[N:17]=1)(=[O:12])=[O:11])[CH3:2].[CH2:23]([O:33][C:34]([NH:36][C:37]1[CH:42]=[CH:41][N:40]([CH2:43][C:44](O)=[O:45])[C:39](=[O:47])[N:38]=1)=[O:35])[C:24]1[CH:32]=[CH:31][C:30]2[O:29][CH2:28][O:27][C:26]=2[CH:25]=1. No catalyst specified. The product is [CH2:1]([O:3][C:4](=[O:22])[CH2:5][N:6]([CH2:7][CH2:8][NH:9][S:10]([C:13]1[S:14][C:15]2[CH:21]=[CH:20][CH:19]=[CH:18][C:16]=2[N:17]=1)(=[O:12])=[O:11])[C:44](=[O:45])[CH2:43][N:40]1[CH:41]=[CH:42][C:37]([NH:36][C:34]([O:33][CH2:23][C:24]2[CH:32]=[CH:31][C:30]3[O:29][CH2:28][O:27][C:26]=3[CH:25]=2)=[O:35])=[N:38][C:39]1=[O:47])[CH3:2]. The yield is 0.860. (3) The reactants are [CH2:1]([N:3]1[C:12]2[C:11](=[O:13])[NH:10][CH2:9][C:8]([C:14]3[CH:19]=[CH:18][CH:17]=[C:16]([O:20]C)[CH:15]=3)=[N:7][C:6]=2[C:5]([CH3:22])=[N:4]1)[CH3:2].B(Br)(Br)Br. The catalyst is ClCCl. The product is [CH2:1]([N:3]1[C:12]2[C:11](=[O:13])[NH:10][CH2:9][C:8]([C:14]3[CH:19]=[CH:18][CH:17]=[C:16]([OH:20])[CH:15]=3)=[N:7][C:6]=2[C:5]([CH3:22])=[N:4]1)[CH3:2]. The yield is 0.200. (4) The reactants are CC1(C)CCCC(C)(C)N1.[Li]CCCC.CCCCCC.[Cl:22][C:23]1[CH:24]=[N:25][CH:26]=[CH:27][C:28]=1[Cl:29].[N:30]([Si](C)(C)C)=[C:31]=[O:32].C(O)(=O)C. The catalyst is C(OCC)C.O. The product is [Cl:22][C:23]1[C:24]([C:31]([NH2:30])=[O:32])=[N:25][CH:26]=[CH:27][C:28]=1[Cl:29]. The yield is 0.340. (5) The product is [C:18]([C:7]1[C:6]2[C:10](=[CH:11][CH:12]=[C:4]([N+:1]([O-:3])=[O:2])[CH:5]=2)[NH:9][CH:8]=1)([CH3:21])([CH3:20])[CH3:19]. The catalyst is C(Cl)Cl. The yield is 0.310. The reactants are [N+:1]([C:4]1[CH:5]=[C:6]2[C:10](=[CH:11][CH:12]=1)[NH:9][CH:8]=[CH:7]2)([O-:3])=[O:2].[Al+3].[Cl-].[Cl-].[Cl-].Br[C:18]([CH3:21])([CH3:20])[CH3:19]. (6) The reactants are [CH3:1][O:2][C:3]1[C:4](=[O:18])[C:5]([C:15]([OH:17])=O)=[N:6][N:7]([C:9]2[CH:14]=[CH:13][N:12]=[CH:11][CH:10]=2)[CH:8]=1.C1C=CC2N(O)N=NC=2C=1.CCN=C=NCCCN(C)C.Cl.[CH3:41][NH:42][O:43][CH3:44]. The catalyst is CN(C=O)C. The product is [CH3:44][O:43][N:42]([CH3:41])[C:15]([C:5]1[C:4](=[O:18])[C:3]([O:2][CH3:1])=[CH:8][N:7]([C:9]2[CH:10]=[CH:11][N:12]=[CH:13][CH:14]=2)[N:6]=1)=[O:17]. The yield is 1.00. (7) The reactants are C(O[C:6](=O)[N:7]([CH2:9][CH2:10][NH:11][CH:12]1[C:21]2[C:16](=[CH:17][C:18]([S:22]([C:25]3[CH:30]=[CH:29][CH:28]=[CH:27][CH:26]=3)(=[O:24])=[O:23])=[CH:19][CH:20]=2)[CH2:15][CH2:14][CH2:13]1)C)(C)(C)C.Cl. The catalyst is O1CCCC1.CCOCC. The product is [C:25]1([S:22]([C:18]2[CH:17]=[C:16]3[C:21](=[CH:20][CH:19]=2)[CH:12]([NH:11][CH2:10][CH2:9][NH:7][CH3:6])[CH2:13][CH2:14][CH2:15]3)(=[O:23])=[O:24])[CH:26]=[CH:27][CH:28]=[CH:29][CH:30]=1. The yield is 0.970. (8) The reactants are [C:1](=[O:34])(OC1C=CC([N+]([O-])=O)=CC=1)[O:2][C@H:3]1[C:17](=[O:18])[N:16]([CH2:19][C:20]([F:23])([F:22])[F:21])[CH2:15][C:6]2[C:7]3[CH:8]=[N:9][NH:10][C:11]=3[C:12]([Cl:14])=[CH:13][C:5]=2[CH2:4]1.[NH:35]1[CH2:40][CH2:39][CH:38]([N:41]2[CH2:47][CH2:46][C:45]3[CH:48]=[CH:49][CH:50]=[CH:51][C:44]=3[NH:43][C:42]2=[O:52])[CH2:37][CH2:36]1. The yield is 0.400. The product is [O:52]=[C:42]1[NH:43][C:44]2[CH:51]=[CH:50][CH:49]=[CH:48][C:45]=2[CH2:46][CH2:47][N:41]1[CH:38]1[CH2:39][CH2:40][N:35]([C:1]([O:2][C@H:3]2[C:17](=[O:18])[N:16]([CH2:19][C:20]([F:23])([F:22])[F:21])[CH2:15][C:6]3[C:7]4[CH:8]=[N:9][NH:10][C:11]=4[C:12]([Cl:14])=[CH:13][C:5]=3[CH2:4]2)=[O:34])[CH2:36][CH2:37]1. The catalyst is ClCCl.